From a dataset of Catalyst prediction with 721,799 reactions and 888 catalyst types from USPTO. Predict which catalyst facilitates the given reaction. (1) Reactant: [C:1](Cl)(=[O:7])[CH2:2][CH2:3][CH2:4][CH2:5][CH3:6].[CH3:9][O:10][C:11]1[CH:37]=[CH:36][C:14]([CH2:15][O:16][C:17]2[CH:18]=[C:19]([CH:33]=[CH:34][CH:35]=2)[C:20]([NH:22][C:23]2[CH:28]=[CH:27][CH:26]=[CH:25][C:24]=2[S:29](=[O:32])(=[O:31])[NH2:30])=[O:21])=[CH:13][CH:12]=1. Product: [CH3:9][O:10][C:11]1[CH:12]=[CH:13][C:14]([CH2:15][O:16][C:17]2[CH:18]=[C:19]([CH:33]=[CH:34][CH:35]=2)[C:20]([NH:22][C:23]2[CH:28]=[CH:27][CH:26]=[CH:25][C:24]=2[S:29]([NH:30][C:1](=[O:7])[CH2:2][CH2:3][CH2:4][CH2:5][CH3:6])(=[O:31])=[O:32])=[O:21])=[CH:36][CH:37]=1. The catalyst class is: 367. (2) Reactant: [F:1][C:2]1[CH:27]=[CH:26][C:5]2[N:6]=[C:7]([NH:9][C:10]3[CH:15]=[CH:14][C:13]([C:16]4[CH:21]=[CH:20][C:19]([C:22]([O:24]C)=[O:23])=[CH:18][CH:17]=4)=[CH:12][CH:11]=3)[S:8][C:4]=2[CH:3]=1.CO.O.[OH-].[Na+]. Product: [F:1][C:2]1[CH:27]=[CH:26][C:5]2[N:6]=[C:7]([NH:9][C:10]3[CH:15]=[CH:14][C:13]([C:16]4[CH:21]=[CH:20][C:19]([C:22]([OH:24])=[O:23])=[CH:18][CH:17]=4)=[CH:12][CH:11]=3)[S:8][C:4]=2[CH:3]=1. The catalyst class is: 1. (3) Reactant: [CH3:1][C:2]1([CH3:16])[C:6]([CH3:8])([CH3:7])[O:5][B:4]([C:9]2[CH:14]=[CH:13][C:12]([OH:15])=[CH:11][CH:10]=2)[O:3]1.[H-].[Na+].[C:19]([O:23][C:24](=[O:27])[CH2:25]Br)([CH3:22])([CH3:21])[CH3:20]. Product: [CH3:8][C:6]1([CH3:7])[C:2]([CH3:16])([CH3:1])[O:3][B:4]([C:9]2[CH:14]=[CH:13][C:12]([O:15][CH2:25][C:24]([O:23][C:19]([CH3:22])([CH3:21])[CH3:20])=[O:27])=[CH:11][CH:10]=2)[O:5]1. The catalyst class is: 1. (4) Reactant: [Cl:1][C:2]1[CH:3]=[C:4]([C:9]2([C:26]([F:29])([F:28])[F:27])[O:13][N:12]=[C:11]([C:14]3[CH:22]=[CH:21][C:17]([C:18]([NH2:20])=[O:19])=[C:16]([CH2:23][O:24][CH3:25])[CH:15]=3)[CH2:10]2)[CH:5]=[C:6]([Cl:8])[CH:7]=1.[CH3:30][O:31][CH:32](OC)[N:33](C)C. Product: [Cl:1][C:2]1[CH:3]=[C:4]([C:9]2([C:26]([F:27])([F:29])[F:28])[O:13][N:12]=[C:11]([C:14]3[CH:22]=[CH:21][C:17]([C:18]([NH:20][C:32]([O:31][CH3:30])=[NH:33])=[O:19])=[C:16]([CH2:23][O:24][CH3:25])[CH:15]=3)[CH2:10]2)[CH:5]=[C:6]([Cl:8])[CH:7]=1. The catalyst class is: 7. (5) The catalyst class is: 174. Reactant: Br[CH2:2][C:3]1[CH:8]=[C:7]([Cl:9])[CH:6]=[CH:5][C:4]=1[O:10][CH2:11][C:12]1[CH:17]=[CH:16][CH:15]=[CH:14][CH:13]=1.[CH3:18][O:19][C:20]([C:22]1[NH:23][N:24]=[CH:25][CH:26]=1)=[O:21].C(=O)([O-])[O-].[K+].[K+]. Product: [Cl:9][C:7]1[CH:6]=[CH:5][C:4]([O:10][CH2:11][C:12]2[CH:17]=[CH:16][CH:15]=[CH:14][CH:13]=2)=[C:3]([CH2:2][N:24]2[CH:25]=[CH:26][C:22]([C:20]([O:19][CH3:18])=[O:21])=[N:23]2)[CH:8]=1.